Predict the product of the given reaction. From a dataset of Forward reaction prediction with 1.9M reactions from USPTO patents (1976-2016). (1) The product is: [F:18][C:2]([F:1])([F:19])[C:3]1[CH:4]=[CH:5][C:6]([C:9]2[CH:14]=[CH:13][CH:12]=[CH:11][C:10]=2[C:15]([NH:43][C:44]2[CH:45]=[CH:46][C:47]([CH2:50][C:51]([O:53][CH2:54][CH3:55])=[O:52])=[CH:48][CH:49]=2)=[O:17])=[CH:7][CH:8]=1. Given the reactants [F:1][C:2]([F:19])([F:18])[C:3]1[CH:8]=[CH:7][C:6]([C:9]2[C:10]([C:15]([OH:17])=O)=[CH:11][CH:12]=[CH:13][CH:14]=2)=[CH:5][CH:4]=1.O.ON1C2C=CC=CC=2N=N1.Cl.CN(C)CCCN=C=NCC.[NH2:43][C:44]1[CH:49]=[CH:48][C:47]([CH2:50][C:51]([O:53][CH2:54][CH3:55])=[O:52])=[CH:46][CH:45]=1, predict the reaction product. (2) Given the reactants [OH:1][C:2]1[CH:3]=[C:4]([CH:8]=[CH:9][CH:10]=1)[C:5]([OH:7])=[O:6].[C:11](OC(=O)C)(=[O:13])[CH3:12].N1C=CC=CC=1.C(O)=O, predict the reaction product. The product is: [C:11]([O:1][C:2]1[CH:3]=[C:4]([CH:8]=[CH:9][CH:10]=1)[C:5]([OH:7])=[O:6])(=[O:13])[CH3:12]. (3) The product is: [CH3:59][O:60][C:61]([C:63]1[CH:68]=[CH:67][CH:66]=[C:65]([C:69]2[CH:70]=[N:71][N:72]([CH2:74][CH2:75][CH2:76][CH2:77][CH2:78][CH2:79][NH:80][C:23]([C:17]3[C:18]([N+:20]([O-:22])=[O:21])=[CH:19][N:15]([CH:12]4[CH2:13][CH2:14][N:9]([C:7]([O:6][C:2]([CH3:5])([CH3:3])[CH3:4])=[O:8])[CH2:10][CH2:11]4)[N:16]=3)=[O:24])[CH:73]=2)[N:64]=1)=[O:62]. Given the reactants [Li].[C:2]([O:6][C:7]([N:9]1[CH2:14][CH2:13][CH:12]([N:15]2[CH:19]=[C:18]([N+:20]([O-:22])=[O:21])[C:17]([C:23](O)=[O:24])=[N:16]2)[CH2:11][CH2:10]1)=[O:8])([CH3:5])([CH3:4])[CH3:3].CN(C(ON1N=NC2C=CC=NC1=2)=[N+](C)C)C.F[P-](F)(F)(F)(F)F.C(N(C(C)C)C(C)C)C.[CH3:59][O:60][C:61]([C:63]1[CH:68]=[CH:67][CH:66]=[C:65]([C:69]2[CH:70]=[N:71][N:72]([CH2:74][CH2:75][CH2:76][CH2:77][CH2:78][CH2:79][NH2:80])[CH:73]=2)[N:64]=1)=[O:62], predict the reaction product. (4) Given the reactants C([N:8]1[CH2:13][CH2:12][N:11]([C@@H:14]2[CH2:18][N:17]([C:19]([C@H:21]3[CH2:26][CH2:25][C@@H:24]([CH2:27][NH:28][C:29]([O:31][C:32]([CH3:35])([CH3:34])[CH3:33])=[O:30])[CH2:23][CH2:22]3)=[O:20])[C@H:16]([C:36]([NH:38][C:39]3[CH:48]=[CH:47][C:42]([C:43]([O:45][CH3:46])=[O:44])=[CH:41][CH:40]=3)=[O:37])[CH2:15]2)[CH2:10][CH2:9]1)C1C=CC=CC=1.C([O-])=O.[NH4+], predict the reaction product. The product is: [CH3:35][C:32]([O:31][C:29]([NH:28][CH2:27][C@@H:24]1[CH2:25][CH2:26][C@H:21]([C:19]([N:17]2[CH2:18][C@@H:14]([N:11]3[CH2:12][CH2:13][NH:8][CH2:9][CH2:10]3)[CH2:15][C@H:16]2[C:36]([NH:38][C:39]2[CH:40]=[CH:41][C:42]([C:43]([O:45][CH3:46])=[O:44])=[CH:47][CH:48]=2)=[O:37])=[O:20])[CH2:22][CH2:23]1)=[O:30])([CH3:33])[CH3:34]. (5) Given the reactants [CH3:1][CH:2]([NH:4][CH2:5][CH2:6][CH2:7][N:8]1[C:17]([S:18][C:19]2[CH:24]=[C:23]3[O:25][CH2:26][O:27][C:22]3=[CH:21][C:20]=2I)=[N:16][C:10]2[C:11]([NH2:15])=[N:12][CH:13]=[N:14][C:9]1=2)[CH3:3].C([N:36]1[CH:40]=[CH:39][CH2:38][CH2:37]1)(OC(C)(C)C)=O.CCN(C(C)C)C(C)C, predict the reaction product. The product is: [NH:36]1[CH2:40][CH:39]=[CH:38][CH:37]1[C:20]1[C:19]([S:18][C:17]2[N:8]([CH2:7][CH2:6][CH2:5][NH:4][CH:2]([CH3:3])[CH3:1])[C:9]3[C:10]([N:16]=2)=[C:11]([NH2:15])[N:12]=[CH:13][N:14]=3)=[CH:24][C:23]2[O:25][CH2:26][O:27][C:22]=2[CH:21]=1. (6) Given the reactants [F:1][C:2]1[CH:3]=[C:4]([CH:8]2[CH2:12][CH2:11][CH2:10][N:9]2[C:13]2[CH:18]=[CH:17][N:16]3[N:19]=[CH:20][C:21]([C:22]([OH:24])=O)=[C:15]3[N:14]=2)[CH:5]=[N:6][CH:7]=1.Cl.[CH:26]1([C:29]([NH:31][NH2:32])=[O:30])[CH2:28][CH2:27]1.CCN(C(C)C)C(C)C.CN(C(ON1N=NC2C=CC=NC1=2)=[N+](C)C)C.F[P-](F)(F)(F)(F)F, predict the reaction product. The product is: [CH:26]1([C:29]([NH:31][NH:32][C:22]([C:21]2[CH:20]=[N:19][N:16]3[CH:17]=[CH:18][C:13]([N:9]4[CH2:10][CH2:11][CH2:12][CH:8]4[C:4]4[CH:5]=[N:6][CH:7]=[C:2]([F:1])[CH:3]=4)=[N:14][C:15]=23)=[O:24])=[O:30])[CH2:28][CH2:27]1.